Dataset: Full USPTO retrosynthesis dataset with 1.9M reactions from patents (1976-2016). Task: Predict the reactants needed to synthesize the given product. (1) The reactants are: [CH:1]1[CH:6]=[CH:5][C:4]([C:7]2[C:12]([N:13]=[C:14]=[O:15])=[CH:11][CH:10]=[CH:9][CH:8]=2)=[CH:3][CH:2]=1.[C@@:16]12([OH:25])[N:23]([CH3:24])[C@@H:20]([CH2:21][CH2:22]1)[CH2:19][CH:18]=[CH:17]2. Given the product [C:12]1([NH:13][C:14]([O:25][C@@:16]23[N:23]([CH3:24])[C@@H:20]([CH2:21][CH2:22]2)[CH2:19][CH:18]=[CH:17]3)=[O:15])[C:7]([C:4]2[CH:3]=[CH:2][CH:1]=[CH:6][CH:5]=2)=[CH:8][CH:9]=[CH:10][CH:11]=1, predict the reactants needed to synthesize it. (2) Given the product [CH2:1]([O:2][C:3]1[CH:8]=[CH:7][CH:6]=[CH:5][C:4]=1[C:9]1[N:14]=[CH:13][N:12]=[C:11]([NH:15][C:16]2[CH:17]=[C:18]([CH2:22][S:23]([NH2:26])(=[O:25])=[O:24])[CH:19]=[CH:20][CH:21]=2)[N:10]=1)[CH3:28], predict the reactants needed to synthesize it. The reactants are: [CH3:1][O:2][C:3]1[CH:8]=[CH:7][CH:6]=[CH:5][C:4]=1[C:9]1[N:14]=[CH:13][N:12]=[C:11]([NH:15][C:16]2[CH:17]=[C:18]([CH2:22][S:23]([NH2:26])(=[O:25])=[O:24])[CH:19]=[CH:20][CH:21]=2)[N:10]=1.Cl[C:28]1N=CN=C(NC2C=C(CS(N)(=O)=O)C=CC=2)N=1.C(OC1C=CC=CC=1B(O)O)C. (3) The reactants are: [OH:1][C:2]1([C:22]([F:25])([F:24])[F:23])[N:6]([C:7]2[CH:15]=[CH:14][C:10]([C:11]([OH:13])=[O:12])=[CH:9][N:8]=2)[N:5]=[C:4]([C:16]2[CH:17]=[N:18][CH:19]=[CH:20][CH:21]=2)[CH2:3]1.[CH2:26]([NH2:32])[CH2:27][CH2:28][CH2:29][CH2:30][CH3:31].CN(C)CCCN=C=NCC.O.ON1C2C=CC=CC=2N=N1.C(N(C(C)C)CC)(C)C.C(=O)(O)[O-].[Na+]. Given the product [OH:1][C:2]1([C:22]([F:25])([F:24])[F:23])[N:6]([C:7]2[CH:15]=[CH:14][C:10]([C:11]([OH:13])=[O:12])=[CH:9][N:8]=2)[N:5]=[C:4]([C:16]2[CH:17]=[N:18][CH:19]=[CH:20][CH:21]=2)[CH2:3]1.[CH2:26]([NH:32][C:11](=[O:13])[C:10]1[CH:14]=[CH:15][C:7]([N:6]2[C:2]([OH:1])([C:22]([F:23])([F:25])[F:24])[CH2:3][C:4]([C:16]3[CH:17]=[N:18][CH:19]=[CH:20][CH:21]=3)=[N:5]2)=[N:8][CH:9]=1)[CH2:27][CH2:28][CH2:29][CH2:30][CH3:31], predict the reactants needed to synthesize it.